This data is from Catalyst prediction with 721,799 reactions and 888 catalyst types from USPTO. The task is: Predict which catalyst facilitates the given reaction. (1) Reactant: Cl[C:2]1[N:7]=[C:6]([NH:8][C:9]2[CH:14]=[CH:13][C:12]([CH3:15])=[CH:11][CH:10]=2)[CH:5]=[C:4]([CH3:16])[N:3]=1.[CH3:17][C:18]1[CH:22]=[C:21]([CH3:23])[NH:20][N:19]=1. Product: [CH3:17][C:18]1[CH:22]=[C:21]([CH3:23])[N:20]([C:2]2[N:7]=[C:6]([NH:8][C:9]3[CH:14]=[CH:13][C:12]([CH3:15])=[CH:11][CH:10]=3)[CH:5]=[C:4]([CH3:16])[N:3]=2)[N:19]=1. The catalyst class is: 10. (2) Reactant: [F:1][C:2]([F:13])([F:12])[O:3][C:4]1[CH:9]=[CH:8][C:7]([O:10][CH3:11])=[CH:6][CH:5]=1.C([Li])(C)(C)C.CN([CH:22]=[O:23])C. Product: [CH3:11][O:10][C:7]1[CH:6]=[CH:5][C:4]([O:3][C:2]([F:12])([F:13])[F:1])=[CH:9][C:8]=1[CH:22]=[O:23]. The catalyst class is: 7. (3) The catalyst class is: 19. Product: [NH2:34][C:31]1[CH:32]=[CH:33][C:2]([Br:1])=[C:3]([CH:30]=1)[C:4]([N:6]1[CH2:11][CH2:10][N:9]([C:12](=[O:29])[CH2:13][NH:14][C:15]([C:17]2[CH:22]=[CH:21][C:20]([C:23]3[CH:24]=[CH:25][CH:26]=[CH:27][CH:28]=3)=[CH:19][CH:18]=2)=[O:16])[CH2:8][CH2:7]1)=[O:5]. Reactant: [Br:1][C:2]1[CH:33]=[CH:32][C:31]([N+:34]([O-])=O)=[CH:30][C:3]=1[C:4]([N:6]1[CH2:11][CH2:10][N:9]([C:12](=[O:29])[CH2:13][NH:14][C:15]([C:17]2[CH:22]=[CH:21][C:20]([C:23]3[CH:28]=[CH:27][CH:26]=[CH:25][CH:24]=3)=[CH:19][CH:18]=2)=[O:16])[CH2:8][CH2:7]1)=[O:5]. (4) Reactant: [CH3:1][O:2][C:3]([C:5]1[CH:6]=[CH:7][C:8]2[C:12]([CH:13]=1)=[N:11][N:10]([N+]([O-])=O)[CH:9]=2)=[O:4].[N:17]1([CH2:22][CH2:23][NH2:24])[CH2:21][CH2:20][CH2:19][CH2:18]1. Product: [CH3:1][O:2][C:3]([C:5]1[CH:13]=[C:12]2[C:8]([C:9]([NH:24][CH2:23][CH2:22][N:17]3[CH2:21][CH2:20][CH2:19][CH2:18]3)=[N:10][NH:11]2)=[CH:7][CH:6]=1)=[O:4]. The catalyst class is: 1. (5) Reactant: [C:1]([O:5][C:6]([N:8]1[CH2:13][CH2:12][NH:11][C:10](=O)[CH:9]1[C:15]1[CH:20]=[CH:19][C:18]([Cl:21])=[CH:17][CH:16]=1)=[O:7])([CH3:4])([CH3:3])[CH3:2].C(O)(=O)C.[BH4-].[Na+]. Product: [C:1]([O:5][C:6]([N:8]1[CH2:13][CH2:12][NH:11][CH2:10][CH:9]1[C:15]1[CH:16]=[CH:17][C:18]([Cl:21])=[CH:19][CH:20]=1)=[O:7])([CH3:4])([CH3:2])[CH3:3]. The catalyst class is: 12.